This data is from Peptide-MHC class II binding affinity with 134,281 pairs from IEDB. The task is: Regression. Given a peptide amino acid sequence and an MHC pseudo amino acid sequence, predict their binding affinity value. This is MHC class II binding data. The peptide sequence is KYQEFFWDANDIYRI. The MHC is DRB5_0101 with pseudo-sequence DRB5_0101. The binding affinity (normalized) is 0.381.